Dataset: In vitro SARS-CoV-2 activity screen of 1,480 approved drugs from Prestwick library. Task: Binary Classification. Given a drug SMILES string, predict its activity (active/inactive) in a high-throughput screening assay against a specified biological target. (1) The drug is CN(Cc1cnc2nc(N)nc(N)c2n1)c1ccc(C(=O)N[C@@H](CCC(=O)O)C(=O)O)cc1. The result is 0 (inactive). (2) The molecule is COc1ccccc1Oc1c(NS(=O)(=O)c2ccc(C(C)(C)C)cc2)nc(-c2ncccn2)nc1OCCO. The result is 0 (inactive). (3) The compound is Cc1onc(-c2ccccc2Cl)c1C(=O)N[C@@H]1C(=O)N2[C@@H](C(=O)[O-])C(C)(C)S[C@H]12.[Na+]. The result is 0 (inactive).